This data is from Peptide-MHC class II binding affinity with 134,281 pairs from IEDB. The task is: Regression. Given a peptide amino acid sequence and an MHC pseudo amino acid sequence, predict their binding affinity value. This is MHC class II binding data. (1) The peptide sequence is VGSLQYLALTALITPKK. The MHC is DRB1_0701 with pseudo-sequence DRB1_0701. The binding affinity (normalized) is 0.869. (2) The peptide sequence is SEYMTSWFYDNDNPY. The MHC is HLA-DQA10201-DQB10301 with pseudo-sequence HLA-DQA10201-DQB10301. The binding affinity (normalized) is 0.623. (3) The peptide sequence is PDAEKIVAAVIEKKL. The MHC is DRB3_0101 with pseudo-sequence DRB3_0101. The binding affinity (normalized) is 0.